Dataset: Merck oncology drug combination screen with 23,052 pairs across 39 cell lines. Task: Regression. Given two drug SMILES strings and cell line genomic features, predict the synergy score measuring deviation from expected non-interaction effect. Drug 1: COc1cccc2c1C(=O)c1c(O)c3c(c(O)c1C2=O)CC(O)(C(=O)CO)CC3OC1CC(N)C(O)C(C)O1. Drug 2: CC(C)CC(NC(=O)C(Cc1ccccc1)NC(=O)c1cnccn1)B(O)O. Cell line: VCAP. Synergy scores: synergy=-4.83.